Dataset: Forward reaction prediction with 1.9M reactions from USPTO patents (1976-2016). Task: Predict the product of the given reaction. (1) Given the reactants [CH3:1][NH:2][N:3]=[C:4]([CH3:6])[CH3:5].C(N(CC)CC)C.[CH2:14]([C:16]1[CH:21]=[C:20]([CH3:22])[CH:19]=[C:18]([CH2:23][CH3:24])[C:17]=1[C:25](=[O:29])[C:26](Cl)=[O:27])[CH3:15], predict the reaction product. The product is: [CH2:14]([C:16]1[CH:21]=[C:20]([CH3:22])[CH:19]=[C:18]([CH2:23][CH3:24])[C:17]=1[C:25](=[O:29])[C:26]([N:2]([CH3:1])[N:3]=[C:4]([CH3:6])[CH3:5])=[O:27])[CH3:15]. (2) Given the reactants CN(C1C=CC=CN=1)C.[CH3:10][C:11]([O:14][C:15]([N:17]1[CH2:21][CH2:20][CH2:19][C@H:18]1[C:22]([OH:24])=O)=[O:16])([CH3:13])[CH3:12].Cl.CN(C)CCCN=C=NCC.Cl.[CH3:38][NH:39][O:40][CH3:41].C(OC(=O)C)C.CCCC(C)C, predict the reaction product. The product is: [CH3:41][O:40][N:39]([CH3:38])[C:22]([C@@H:18]1[CH2:19][CH2:20][CH2:21][N:17]1[C:15]([O:14][C:11]([CH3:10])([CH3:12])[CH3:13])=[O:16])=[O:24].